Dataset: Forward reaction prediction with 1.9M reactions from USPTO patents (1976-2016). Task: Predict the product of the given reaction. (1) Given the reactants [CH2:1]([O:3][C:4](=[O:12])[CH:5]([C:9](=O)[CH3:10])[C:6](=O)[CH3:7])[CH3:2].[N:13]1[CH:18]=[CH:17][CH:16]=[CH:15][C:14]=1[NH:19][NH2:20], predict the reaction product. The product is: [CH2:1]([O:3][C:4]([C:5]1[C:9]([CH3:10])=[N:20][N:19]([C:14]2[CH:15]=[CH:16][CH:17]=[CH:18][N:13]=2)[C:6]=1[CH3:7])=[O:12])[CH3:2]. (2) Given the reactants [Br:1][C:2]1[S:3][C:4](Br)=[N:5][N:6]=1.C([O-])([O-])=O.[K+].[K+].[CH3:14][O:15][C:16]1[CH:21]=[CH:20][C:19]([OH:22])=[CH:18][CH:17]=1.O, predict the reaction product. The product is: [Br:1][C:2]1[S:3][C:4]([O:22][C:19]2[CH:20]=[CH:21][C:16]([O:15][CH3:14])=[CH:17][CH:18]=2)=[N:5][N:6]=1. (3) Given the reactants [C:1]([CH2:3][C:4]([NH:6][C:7]1[CH:12]=[C:11]([O:13][CH3:14])[C:10]([Cl:15])=[CH:9][C:8]=1[Cl:16])=[O:5])#[N:2].[Cl:17][CH2:18][CH2:19][CH2:20][O:21][C:22]1[CH:23]=[C:24]([CH:26]=[CH:27][C:28]=1[O:29][CH3:30])[NH2:25].[CH2:31](OC(OCC)OCC)C, predict the reaction product. The product is: [Cl:17][CH2:18][CH2:19][CH2:20][O:21][C:22]1[CH:23]=[C:24]([CH:26]=[CH:27][C:28]=1[O:29][CH3:30])[NH:25][CH:31]=[C:3]([C:1]#[N:2])[C:4]([NH:6][C:7]1[CH:12]=[C:11]([O:13][CH3:14])[C:10]([Cl:15])=[CH:9][C:8]=1[Cl:16])=[O:5]. (4) Given the reactants [CH3:1][CH:2]1[C:11]2[C:6](=[C:7]([CH3:16])[CH:8]=[C:9]([C:13]([OH:15])=[O:14])[C:10]=2[CH3:12])S[CH2:4][CH2:3]1.OO.[S:19]([O-:22])(O)=[O:20].[Na+], predict the reaction product. The product is: [CH3:1][CH:2]1[C:11]2[C:6](=[C:7]([CH3:16])[CH:8]=[C:9]([C:13]([OH:15])=[O:14])[C:10]=2[CH3:12])[S:19](=[O:22])(=[O:20])[CH2:4][CH2:3]1. (5) Given the reactants [CH2:1]([O:8][C:9](=[O:24])[C@@H:10]([NH2:23])[CH2:11][CH2:12][C:13]1[N:17]([CH3:18])[C:16]2[CH:19]=[CH:20][CH:21]=[CH:22][C:15]=2[N:14]=1)[C:2]1[CH:7]=[CH:6][CH:5]=[CH:4][CH:3]=1.[CH:25](OC)(OC)OC.C(O[BH-](O[C:42](=O)[CH3:43])OC(=O)C)(=O)C.[Na+].[C:46]([O:50][C:51](O[C:51]([O:50][C:46]([CH3:49])([CH3:48])[CH3:47])=[O:52])=[O:52])([CH3:49])([CH3:48])[CH3:47], predict the reaction product. The product is: [CH2:1]([O:8][C:9](=[O:24])[C@@H:10]([N:23]([CH2:25][CH2:42][CH3:43])[C:51]([O:50][C:46]([CH3:49])([CH3:48])[CH3:47])=[O:52])[CH2:11][CH2:12][C:13]1[N:17]([CH3:18])[C:16]2[CH:19]=[CH:20][CH:21]=[CH:22][C:15]=2[N:14]=1)[C:2]1[CH:3]=[CH:4][CH:5]=[CH:6][CH:7]=1. (6) Given the reactants [CH3:1][O:2][C:3]1[CH:8]=[CH:7][CH:6]=[CH:5][C:4]=1[CH:9]1[C:17]([CH3:19])([CH3:18])[C:16]2[C:11](=[CH:12][CH:13]=[C:14]([C:20]3[CH2:25][CH2:24][N:23]([CH2:26][CH2:27][N:28](C)[C:29](=O)OC(C)(C)C)[CH2:22][CH:21]=3)[CH:15]=2)[NH:10]1.C(O)(C(F)(F)F)=O, predict the reaction product. The product is: [CH3:1][O:2][C:3]1[CH:8]=[CH:7][CH:6]=[CH:5][C:4]=1[CH:9]1[C:17]([CH3:19])([CH3:18])[C:16]2[C:11](=[CH:12][CH:13]=[C:14]([CH:20]3[CH2:25][CH2:24][N:23]([CH2:26][CH2:27][NH:28][CH3:29])[CH2:22][CH2:21]3)[CH:15]=2)[NH:10]1.